Dataset: Full USPTO retrosynthesis dataset with 1.9M reactions from patents (1976-2016). Task: Predict the reactants needed to synthesize the given product. (1) Given the product [CH3:1][S:2]([C:5]1[CH:10]=[CH:9][C:8]([C:11]2[N:19]3[C:14]([CH:15]=[N:16][C:17]([NH:21][C:22]4[CH:23]=[C:24]([CH:28]5[N:33]([CH3:34])[CH2:32][CH2:31][N:30]([CH3:35])[C:29]5=[O:36])[CH:25]=[CH:26][CH:27]=4)=[N:18]3)=[CH:13][CH:12]=2)=[CH:7][CH:6]=1)(=[O:4])=[O:3], predict the reactants needed to synthesize it. The reactants are: [CH3:1][S:2]([C:5]1[CH:10]=[CH:9][C:8]([C:11]2[N:19]3[C:14]([CH:15]=[N:16][C:17](O)=[N:18]3)=[CH:13][CH:12]=2)=[CH:7][CH:6]=1)(=[O:4])=[O:3].[NH2:21][C:22]1[CH:23]=[C:24]([CH:28]2[N:33]([CH3:34])[CH2:32][CH2:31][N:30]([CH3:35])[C:29]2=[O:36])[CH:25]=[CH:26][CH:27]=1. (2) Given the product [CH:30]1([C@H:12]2[C:11](=[O:35])[N:10]3[CH2:36][C@@H:7]([CH2:8][C@H:9]3[C:37]([O:39][CH3:40])=[O:38])[O:6][C:5]3[N:26]([C:27](=[O:28])[C:2]([C:41]4[CH:46]=[CH:45][CH:44]=[CH:43][CH:42]=4)=[CH:3][CH:4]=3)[CH2:25][CH2:24][CH2:23][CH2:22][CH2:21][C@H:20]3[C@@H:16]([CH2:17][CH2:18][CH2:19]3)[O:15][C:14](=[O:29])[NH:13]2)[CH2:31][CH2:32][CH2:33][CH2:34]1, predict the reactants needed to synthesize it. The reactants are: Br[C:2]1[C:27](=[O:28])[N:26]2[C:5]([O:6][C@H:7]3[CH2:36][N:10]([C:11](=[O:35])[C@H:12]([CH:30]4[CH2:34][CH2:33][CH2:32][CH2:31]4)[NH:13][C:14](=[O:29])[O:15][C@H:16]4[C@H:20]([CH2:21][CH2:22][CH2:23][CH2:24][CH2:25]2)[CH2:19][CH2:18][CH2:17]4)[C@H:9]([C:37]([O:39][CH3:40])=[O:38])[CH2:8]3)=[CH:4][CH:3]=1.[C:41]1(B(O)O)[CH:46]=[CH:45][CH:44]=[CH:43][CH:42]=1.C(=O)([O-])[O-].[Cs+].[Cs+].C1(P(C2CCCCC2)C2CCCCC2)CCCCC1.S(=O)(=O)(O)[O-].[K+]. (3) Given the product [C:1]([O:5][C:6](=[O:36])[NH:7][C@H:8]([C@@H:9]1[O:25][C:37](=[O:38])[N:11]([C:12]2([C:15]3[CH:20]=[CH:19][CH:18]=[C:17]([C:21]([CH3:22])([CH3:24])[CH3:23])[CH:16]=3)[CH2:13][CH2:14]2)[CH2:10]1)[CH2:26][C:27]1[CH:28]=[CH:29][C:30]([N+:33]([O-:35])=[O:34])=[CH:31][CH:32]=1)([CH3:2])([CH3:3])[CH3:4], predict the reactants needed to synthesize it. The reactants are: [C:1]([O:5][C:6](=[O:36])[NH:7][C@@H:8]([CH2:26][C:27]1[CH:32]=[CH:31][C:30]([N+:33]([O-:35])=[O:34])=[CH:29][CH:28]=1)[C@H:9]([OH:25])[CH2:10][NH:11][C:12]1([C:15]2[CH:20]=[CH:19][CH:18]=[C:17]([C:21]([CH3:24])([CH3:23])[CH3:22])[CH:16]=2)[CH2:14][CH2:13]1)([CH3:4])([CH3:3])[CH3:2].[C:37](C1NC=CN=1)(C1NC=CN=1)=[O:38].CCN(C(C)C)C(C)C. (4) Given the product [Cl:18][C:17]1[CH:16]=[CH:15][C:14]([C@H:19]2[C@H:24]([O:25][CH2:26][C:27]3[CH:32]=[CH:31][CH:30]=[CH:29][CH:28]=3)[C@@H:23]([O:33][CH2:34][C:35]3[CH:40]=[CH:39][CH:38]=[CH:37][CH:36]=3)[C@H:22]([O:41][CH2:42][C:43]3[CH:44]=[CH:45][CH:46]=[CH:47][CH:48]=3)[C@@H:21]([CH2:49][O:50][CH2:51][C:52]3[CH:53]=[CH:54][CH:55]=[CH:56][CH:57]=3)[O:20]2)=[CH:13][C:12]=1[CH2:11][C:10]1[CH:9]=[CH:8][C:7]([CH2:6][CH2:5][OH:4])=[CH:59][CH:58]=1, predict the reactants needed to synthesize it. The reactants are: C([O:4][CH2:5][CH2:6][C:7]1[CH:59]=[CH:58][C:10]([CH2:11][C:12]2[CH:13]=[C:14]([C@H:19]3[C@H:24]([O:25][CH2:26][C:27]4[CH:32]=[CH:31][CH:30]=[CH:29][CH:28]=4)[C@@H:23]([O:33][CH2:34][C:35]4[CH:40]=[CH:39][CH:38]=[CH:37][CH:36]=4)[C@H:22]([O:41][CH2:42][C:43]4[CH:48]=[CH:47][CH:46]=[CH:45][CH:44]=4)[C@@H:21]([CH2:49][O:50][CH2:51][C:52]4[CH:57]=[CH:56][CH:55]=[CH:54][CH:53]=4)[O:20]3)[CH:15]=[CH:16][C:17]=2[Cl:18])=[CH:9][CH:8]=1)C=C.C([O-])(=O)C.[Na+]. (5) Given the product [Br:13][C:14]1[CH:19]=[CH:18][C:17]([C:9]([C:4]2[CH:3]=[C:2]([Cl:1])[CH:12]=[CH:11][C:5]=2[C:6]([OH:8])=[O:7])=[O:10])=[CH:16][CH:15]=1, predict the reactants needed to synthesize it. The reactants are: [Cl:1][C:2]1[CH:3]=[C:4]2[C:9](=[O:10])[O:8][C:6](=[O:7])[C:5]2=[CH:11][CH:12]=1.[Br:13][C:14]1[CH:19]=[CH:18][CH:17]=[CH:16][CH:15]=1.[Cl-].[Al+3].[Cl-].[Cl-].Cl. (6) Given the product [C:1]([O:5][C:6](=[O:9])[CH2:7]/[N:8]=[CH:13]/[CH2:12][C:11]([CH3:16])([CH3:15])[CH3:10])([CH3:4])([CH3:3])[CH3:2], predict the reactants needed to synthesize it. The reactants are: [C:1]([O:5][C:6](=[O:9])[CH2:7][NH2:8])([CH3:4])([CH3:3])[CH3:2].[CH3:10][C:11]([CH3:16])([CH3:15])[CH2:12][CH:13]=O.